This data is from Catalyst prediction with 721,799 reactions and 888 catalyst types from USPTO. The task is: Predict which catalyst facilitates the given reaction. (1) Reactant: C(NC(C)C)(C)C.[Li]CCCC.[Br:13][C:14]1[CH:19]=[CH:18][CH:17]=[CH:16][C:15]=1[CH2:20][CH2:21][C:22]([OH:24])=[O:23].I[CH2:26][CH:27]([CH3:29])[CH3:28].Cl. Product: [Br:13][C:14]1[CH:19]=[CH:18][CH:17]=[CH:16][C:15]=1[CH2:20][CH:21]([CH2:26][CH:27]([CH3:29])[CH3:28])[C:22]([OH:24])=[O:23]. The catalyst class is: 220. (2) Reactant: Br[CH2:2][C:3]([C:5]1[C:10](=[O:11])[NH:9][C:8]([CH3:12])=[C:7]([C:13]([O:15][CH2:16][CH3:17])=[O:14])[CH:6]=1)=O.[F:18][C:19]1[CH:27]=[CH:26][C:22]([C:23]([NH2:25])=[S:24])=[CH:21][CH:20]=1. Product: [CH3:12][C:8]1[NH:9][C:10](=[O:11])[C:5]([C:3]2[N:25]=[C:23]([C:22]3[CH:26]=[CH:27][C:19]([F:18])=[CH:20][CH:21]=3)[S:24][CH:2]=2)=[CH:6][C:7]=1[C:13]([O:15][CH2:16][CH3:17])=[O:14]. The catalyst class is: 14.